From a dataset of Full USPTO retrosynthesis dataset with 1.9M reactions from patents (1976-2016). Predict the reactants needed to synthesize the given product. (1) Given the product [Cl:35][C:17]1[C:18]([C:31]([OH:34])([CH3:32])[CH3:33])=[N:19][N:20]([C:21]2[C:22]([C:27]([F:30])([F:29])[F:28])=[N:23][CH:24]=[CH:25][CH:26]=2)[C:16]=1[C:14]1[S:15][C:11]([C:7]2[CH:8]=[CH:9][CH:10]=[C:5]([S:2]([CH3:1])(=[O:4])=[O:3])[CH:6]=2)=[CH:12][CH:13]=1, predict the reactants needed to synthesize it. The reactants are: [CH3:1][S:2]([C:5]1[CH:6]=[C:7]([C:11]2[S:15][C:14]([C:16]3[N:20]([C:21]4[C:22]([C:27]([F:30])([F:29])[F:28])=[N:23][CH:24]=[CH:25][CH:26]=4)[N:19]=[C:18]([C:31]([OH:34])([CH3:33])[CH3:32])[CH:17]=3)=[CH:13][CH:12]=2)[CH:8]=[CH:9][CH:10]=1)(=[O:4])=[O:3].[Cl:35]N1C(=O)CCC1=O.C1(=O)NC(=O)CC1. (2) Given the product [Na+:1].[CH2:2]([O:4][P:5]([C:8]([F:27])([F:26])[CH2:9][C@@H:10]([OH:25])[C@@H:11]([OH:24])[C@@H:12]([OH:23])[CH2:13][N:14]([O:15][CH2:16][C:17]1[CH:22]=[CH:21][CH:20]=[CH:19][CH:18]=1)[CH:28]=[O:29])(=[O:6])[O-:7])[CH3:3], predict the reactants needed to synthesize it. The reactants are: [Na+:1].[CH2:2]([O:4][P:5]([C:8]([F:27])([F:26])[CH2:9][C@@H:10]([OH:25])[C@@H:11]([OH:24])[C@@H:12]([OH:23])[CH2:13][NH:14][O:15][CH2:16][C:17]1[CH:22]=[CH:21][CH:20]=[CH:19][CH:18]=1)(=[O:7])[O-:6])[CH3:3].[CH:28](OCC(F)(F)F)=[O:29]. (3) The reactants are: [F:1][C:2]1[CH:10]=[C:9]2[C:5]([CH:6]=[CH:7][NH:8]2)=[CH:4][CH:3]=1.[OH2:11].[N:12]([O-])=O.[Na+].Cl. Given the product [F:1][C:2]1[CH:10]=[C:9]2[C:5]([C:6]([CH:7]=[O:11])=[N:12][NH:8]2)=[CH:4][CH:3]=1, predict the reactants needed to synthesize it.